This data is from Catalyst prediction with 721,799 reactions and 888 catalyst types from USPTO. The task is: Predict which catalyst facilitates the given reaction. (1) Reactant: Cl[CH2:2][CH2:3][CH2:4][SiH2:5][CH:6]=[C:7]([CH3:9])[CH3:8].[C:10]([O-:13])(=[O:12])[CH3:11].[Na+]. Product: [C:10]([O:13][CH2:2][CH2:3][CH2:4][SiH2:5][CH:6]=[C:7]([CH3:9])[CH3:8])(=[O:12])[CH3:11]. The catalyst class is: 3. (2) Reactant: [C:1]1([CH:7]([CH:12]=[CH2:13])[CH2:8][C:9](O)=[O:10])[CH:6]=[CH:5][CH:4]=[CH:3][CH:2]=1.[H-].[Al+3].[Li+].[H-].[H-].[H-].O.[OH-].[Na+]. Product: [C:1]1([CH:7]([CH:12]=[CH2:13])[CH2:8][CH2:9][OH:10])[CH:6]=[CH:5][CH:4]=[CH:3][CH:2]=1. The catalyst class is: 1. (3) Reactant: [C:1]([O:5][C:6]([NH:8][S:9]([N:12]([CH3:51])[CH2:13][CH2:14][N:15]1[CH2:19][CH2:18][CH2:17][CH:16]1[CH2:20][O:21][C@H:22]1[CH2:29][N:28]2[C:30]3[CH:31]=[C:32]([C:43]([O:45]C)=[O:44])[CH:33]=[CH:34][C:35]=3[C:36]([CH:37]3[CH2:42][CH2:41][CH2:40][CH2:39][CH2:38]3)=[C:27]2[C:26]2[CH:47]=[CH:48][CH:49]=[CH:50][C:25]=2[O:24][CH2:23]1)(=[O:11])=[O:10])=[O:7])([CH3:4])([CH3:3])[CH3:2].[OH-].[Na+].Cl. Product: [C:1]([O:5][C:6]([NH:8][S:9]([N:12]([CH3:51])[CH2:13][CH2:14][N:15]1[CH2:19][CH2:18][CH2:17][CH:16]1[CH2:20][O:21][C@H:22]1[CH2:29][N:28]2[C:30]3[CH:31]=[C:32]([C:43]([OH:45])=[O:44])[CH:33]=[CH:34][C:35]=3[C:36]([CH:37]3[CH2:42][CH2:41][CH2:40][CH2:39][CH2:38]3)=[C:27]2[C:26]2[CH:47]=[CH:48][CH:49]=[CH:50][C:25]=2[O:24][CH2:23]1)(=[O:11])=[O:10])=[O:7])([CH3:4])([CH3:3])[CH3:2]. The catalyst class is: 191.